From a dataset of Catalyst prediction with 721,799 reactions and 888 catalyst types from USPTO. Predict which catalyst facilitates the given reaction. (1) Reactant: [Cl:1][C:2]1[CH:30]=[C:29]([Cl:31])[CH:28]=[CH:27][C:3]=1[CH2:4][N:5]1[C:9]2[CH:10]=[C:11]([O:15][CH2:16][CH2:17][CH2:18][C:19]([O:21]CC)=[O:20])[CH:12]=[C:13]([CH3:14])[C:8]=2[N:7]=[C:6]1[O:24][CH2:25][CH3:26].[OH-].[Na+].Cl. Product: [Cl:1][C:2]1[CH:30]=[C:29]([Cl:31])[CH:28]=[CH:27][C:3]=1[CH2:4][N:5]1[C:9]2[CH:10]=[C:11]([O:15][CH2:16][CH2:17][CH2:18][C:19]([OH:21])=[O:20])[CH:12]=[C:13]([CH3:14])[C:8]=2[N:7]=[C:6]1[O:24][CH2:25][CH3:26]. The catalyst class is: 40. (2) Reactant: [F:1][C:2]([F:13])([F:12])[C:3]1[C:8]([C:9]([OH:11])=[O:10])=[CH:7][N:6]=[CH:5][CH:4]=1.[H][H]. Product: [F:13][C:2]([F:1])([F:12])[C@H:3]1[CH2:4][CH2:5][NH:6][CH2:7][C@H:8]1[C:9]([OH:11])=[O:10]. The catalyst class is: 50. (3) Reactant: [CH2:1]([NH2:5])[CH:2]([CH3:4])[CH3:3].[C:6]1(=O)[O:11][C:9](=[O:10])[C:8]2=[CH:12][CH:13]=[CH:14][CH:15]=[C:7]12. Product: [CH2:1]([N:5]1[C:9](=[O:10])[C:8]2=[CH:12][CH:13]=[CH:14][CH:15]=[C:7]2[C:6]1=[O:11])[CH:2]([CH3:4])[CH3:3]. The catalyst class is: 11. (4) Reactant: [Cl:1][C:2]1[CH:3]=[C:4]([CH:8]=[CH:9][C:10]=1[C:11]1[CH:16]=[CH:15][C:14]([NH:17][C:18]([C:20]2[N:21]=[C:22]([C:29]3[CH:34]=[CH:33][CH:32]=[CH:31][CH:30]=3)[O:23][C:24]=2[C:25]([F:28])([F:27])[F:26])=[O:19])=[CH:13][N:12]=1)[C:5](O)=[O:6].[CH3:35][O:36][C:37](=[O:43])[C@@H:38]([NH2:42])[CH:39]([CH3:41])[CH3:40].ON1C2N=CC=CC=2N=N1.Cl.C(N=C=NCCCN(C)C)C. Product: [CH3:35][O:36][C:37](=[O:43])[CH:38]([NH:42][C:5](=[O:6])[C:4]1[CH:8]=[CH:9][C:10]([C:11]2[CH:16]=[CH:15][C:14]([NH:17][C:18]([C:20]3[N:21]=[C:22]([C:29]4[CH:30]=[CH:31][CH:32]=[CH:33][CH:34]=4)[O:23][C:24]=3[C:25]([F:27])([F:26])[F:28])=[O:19])=[CH:13][N:12]=2)=[C:2]([Cl:1])[CH:3]=1)[CH:39]([CH3:41])[CH3:40]. The catalyst class is: 4.